From a dataset of Peptide-MHC class II binding affinity with 134,281 pairs from IEDB. Regression. Given a peptide amino acid sequence and an MHC pseudo amino acid sequence, predict their binding affinity value. This is MHC class II binding data. (1) The peptide sequence is KYQEFFWDANDIYRI. The MHC is HLA-DPA10201-DPB11401 with pseudo-sequence HLA-DPA10201-DPB11401. The binding affinity (normalized) is 0.358. (2) The peptide sequence is KIDAAFKVAATAAAT. The MHC is DRB1_1201 with pseudo-sequence DRB1_1201. The binding affinity (normalized) is 0.205. (3) The peptide sequence is LQTYVTQQLIRAAEI. The MHC is DRB1_0101 with pseudo-sequence DRB1_0101. The binding affinity (normalized) is 0.921. (4) The peptide sequence is EQEILNYMSPHHKKL. The MHC is DRB5_0101 with pseudo-sequence DRB5_0101. The binding affinity (normalized) is 0.936. (5) The peptide sequence is GRVIDLGCGRGGWCY. The MHC is DRB3_0101 with pseudo-sequence DRB3_0101. The binding affinity (normalized) is 0. (6) The peptide sequence is ALSYYPTPLAKEDFL. The MHC is DRB1_0405 with pseudo-sequence DRB1_0405. The binding affinity (normalized) is 0.443. (7) The peptide sequence is SMEYNCPNLSPREEP. The MHC is DRB1_1101 with pseudo-sequence DRB1_1101. The binding affinity (normalized) is 0.